Dataset: Full USPTO retrosynthesis dataset with 1.9M reactions from patents (1976-2016). Task: Predict the reactants needed to synthesize the given product. (1) Given the product [OH:2][C:3]1[CH:12]=[C:11]2[C:6]([C@H:7]([CH2:22][CH2:43][CH2:42][CH2:41][CH2:40][CH2:39][CH2:38][CH2:37][CH2:36][CH:30]([CH2:29][CH2:28][CH2:27][C:26]([F:25])([F:48])[C:44]([F:45])([F:46])[F:47])[C:31]([OH:33])=[O:32])[C@@:8]([C:14]3[CH:15]=[CH:16][C:17]([OH:20])=[CH:18][CH:19]=3)([CH3:13])[CH2:9][S:10]2)=[CH:5][CH:4]=1, predict the reactants needed to synthesize it. The reactants are: C[O:2][C:3]1[CH:12]=[C:11]2[C:6]([C@H:7]([CH2:22]C=C)[C@@:8]([C:14]3[CH:19]=[CH:18][C:17]([O:20]C)=[CH:16][CH:15]=3)([CH3:13])[CH2:9][S:10]2)=[CH:5][CH:4]=1.[F:25][C:26]([F:48])([C:44]([F:47])([F:46])[F:45])[CH2:27][CH2:28][CH2:29][CH:30]([CH2:36][CH2:37][CH2:38][CH2:39][CH2:40][CH2:41][CH:42]=[CH2:43])[C:31]([O:33]CC)=[O:32].ICCCC(F)(F)C(F)(F)F.C(OCC)(=O)CC(OCC)=O.ICCCCCCC=C. (2) Given the product [C:27]([CH:15]1[CH2:16][CH:17]([O:19][Si:20]([C:23]([CH3:26])([CH3:25])[CH3:24])([CH3:21])[CH3:22])[CH2:18][N:14]1[C:12]([O:11][C:7]([CH3:10])([CH3:8])[CH3:9])=[O:13])(=[O:3])[C:28]1[CH:33]=[CH:32][CH:31]=[CH:30][CH:29]=1, predict the reactants needed to synthesize it. The reactants are: C(Cl)(=O)C(Cl)=[O:3].[C:7]([O:11][C:12]([N:14]1[CH2:18][CH:17]([O:19][Si:20]([C:23]([CH3:26])([CH3:25])[CH3:24])([CH3:22])[CH3:21])[CH2:16][CH:15]1[CH2:27][C:28]1(O)[CH:33]=[CH:32][CH:31]=[CH:30][CH2:29]1)=[O:13])([CH3:10])([CH3:9])[CH3:8].C(N(CC)CC)C.C(OCC)(=O)C.